Dataset: Full USPTO retrosynthesis dataset with 1.9M reactions from patents (1976-2016). Task: Predict the reactants needed to synthesize the given product. (1) Given the product [N:1]1([C:5]2[N:6]=[CH:7][N:8]=[C:9]([O:11][C:12]3[CH:17]=[CH:16][CH:15]=[CH:14][C:13]=3[C:24]3[CH:23]=[CH:22][C:21]([C:35]4[CH:40]=[N:39][C:38]([NH2:41])=[N:37][CH:36]=4)=[C:20]([F:19])[CH:25]=3)[CH:10]=2)[CH2:4][CH2:3][CH2:2]1, predict the reactants needed to synthesize it. The reactants are: [N:1]1([C:5]2[CH:10]=[C:9]([O:11][C:12]3[CH:17]=[CH:16][CH:15]=[CH:14][C:13]=3Br)[N:8]=[CH:7][N:6]=2)[CH2:4][CH2:3][CH2:2]1.[F:19][C:20]1[CH:25]=[C:24](B2OC(C)(C)C(C)(C)O2)[CH:23]=[CH:22][C:21]=1[C:35]1[CH:36]=[N:37][C:38]([NH2:41])=[N:39][CH:40]=1. (2) Given the product [CH3:1][O:2][C:3](=[O:18])[C:4]1[CH:9]=[CH:8][C:7]([CH2:10][S:11]([C:12]2[CH:17]=[CH:16][CH:15]=[CH:14][CH:13]=2)=[O:27])=[CH:6][CH:5]=1, predict the reactants needed to synthesize it. The reactants are: [CH3:1][O:2][C:3](=[O:18])[C:4]1[CH:9]=[CH:8][C:7]([CH2:10][S:11][C:12]2[CH:17]=[CH:16][CH:15]=[CH:14][CH:13]=2)=[CH:6][CH:5]=1.ClC1C=C(C(OO)=[O:27])C=CC=1. (3) Given the product [CH2:1]([N:8]1[C:17]2[C:12](=[CH:13][C:14]([NH2:18])=[CH:15][CH:16]=2)[CH2:11][CH2:10][CH2:9]1)[C:2]1[CH:3]=[CH:4][CH:5]=[CH:6][CH:7]=1, predict the reactants needed to synthesize it. The reactants are: [CH2:1]([N:8]1[C:17]2[C:12](=[CH:13][C:14]([N+:18]([O-])=O)=[CH:15][CH:16]=2)[CH2:11][CH2:10][CH2:9]1)[C:2]1[CH:7]=[CH:6][CH:5]=[CH:4][CH:3]=1.[Cl-].[NH4+].C(O)C.